Dataset: Blood-brain barrier permeability classification from the B3DB database. Task: Regression/Classification. Given a drug SMILES string, predict its absorption, distribution, metabolism, or excretion properties. Task type varies by dataset: regression for continuous measurements (e.g., permeability, clearance, half-life) or binary classification for categorical outcomes (e.g., BBB penetration, CYP inhibition). Dataset: b3db_classification. (1) The compound is O=C1Cc2cc(CCN3CCN(c4nsc5ccccc45)CC3)c(Cl)cc2N1. The result is 1 (penetrates BBB). (2) The drug is CC[C@@]12CCN(CC3CC3)[C@@H](Cc3ccc(O)cc31)C2(C)C. The result is 1 (penetrates BBB). (3) The result is 0 (does not penetrate BBB). The drug is CCOC(OCC)C(=O)OCC(=O)C1(O)Cc2c(O)c3c(c(O)c2C(OC2CC(N)C(O)C(C)O2)C1)C(=O)c1c(OC)cccc1C3=O. (4) The compound is CC(=O)/C=C/c1cccs1. The result is 1 (penetrates BBB). (5) The molecule is COC(=O)[C@H]1[C@H]2C[C@H]3c4[nH]c5cc(OC)ccc5c4CCN3C[C@H]2C[C@H](OC(=O)c2cc(OC)c(OC)c(OC)c2)[C@H]1OC. The result is 1 (penetrates BBB).